This data is from NCI-60 drug combinations with 297,098 pairs across 59 cell lines. The task is: Regression. Given two drug SMILES strings and cell line genomic features, predict the synergy score measuring deviation from expected non-interaction effect. (1) Drug 1: CC12CCC3C(C1CCC2=O)CC(=C)C4=CC(=O)C=CC34C. Drug 2: CC1=CC=C(C=C1)C2=CC(=NN2C3=CC=C(C=C3)S(=O)(=O)N)C(F)(F)F. Cell line: MOLT-4. Synergy scores: CSS=70.0, Synergy_ZIP=-1.59, Synergy_Bliss=1.82, Synergy_Loewe=-3.27, Synergy_HSA=1.28. (2) Drug 1: CC1C(C(CC(O1)OC2CC(CC3=C2C(=C4C(=C3O)C(=O)C5=C(C4=O)C(=CC=C5)OC)O)(C(=O)C)O)N)O.Cl. Drug 2: COC1=NC(=NC2=C1N=CN2C3C(C(C(O3)CO)O)O)N. Cell line: NCI-H522. Synergy scores: CSS=19.1, Synergy_ZIP=-5.67, Synergy_Bliss=-0.424, Synergy_Loewe=0.230, Synergy_HSA=0.609. (3) Drug 1: C1CCC(CC1)NC(=O)N(CCCl)N=O. Drug 2: CC1=CC=C(C=C1)C2=CC(=NN2C3=CC=C(C=C3)S(=O)(=O)N)C(F)(F)F. Cell line: SNB-75. Synergy scores: CSS=19.9, Synergy_ZIP=-1.15, Synergy_Bliss=-2.70, Synergy_Loewe=-2.89, Synergy_HSA=-2.82. (4) Drug 1: CC1=CC=C(C=C1)C2=CC(=NN2C3=CC=C(C=C3)S(=O)(=O)N)C(F)(F)F. Drug 2: CC12CCC3C(C1CCC2O)C(CC4=C3C=CC(=C4)O)CCCCCCCCCS(=O)CCCC(C(F)(F)F)(F)F. Cell line: MALME-3M. Synergy scores: CSS=-1.50, Synergy_ZIP=2.56, Synergy_Bliss=3.70, Synergy_Loewe=-1.38, Synergy_HSA=-0.622. (5) Drug 1: CN1CCC(CC1)COC2=C(C=C3C(=C2)N=CN=C3NC4=C(C=C(C=C4)Br)F)OC. Drug 2: CC=C1C(=O)NC(C(=O)OC2CC(=O)NC(C(=O)NC(CSSCCC=C2)C(=O)N1)C(C)C)C(C)C. Cell line: MALME-3M. Synergy scores: CSS=58.2, Synergy_ZIP=-1.86, Synergy_Bliss=-2.52, Synergy_Loewe=-39.6, Synergy_HSA=-2.27. (6) Drug 1: CC12CCC(CC1=CCC3C2CCC4(C3CC=C4C5=CN=CC=C5)C)O. Drug 2: CC12CCC3C(C1CCC2=O)CC(=C)C4=CC(=O)C=CC34C. Cell line: CAKI-1. Synergy scores: CSS=22.5, Synergy_ZIP=1.87, Synergy_Bliss=-1.40, Synergy_Loewe=-12.6, Synergy_HSA=-0.370.